From a dataset of Full USPTO retrosynthesis dataset with 1.9M reactions from patents (1976-2016). Predict the reactants needed to synthesize the given product. (1) Given the product [ClH:11].[ClH:11].[CH3:15][N:14]([CH2:16][CH:17]1[C:22]([C:24]2[CH:29]=[CH:28][CH:27]=[C:26]([OH:30])[CH:25]=2)([OH:23])[CH2:21][CH2:20][N:19]([C:32]2([C:38]3[CH:39]=[CH:40][CH:41]=[CH:42][CH:43]=3)[CH2:37][CH2:36][CH2:35][CH2:34][CH2:33]2)[CH2:18]1)[CH3:13], predict the reactants needed to synthesize it. The reactants are: COC.C1(O)C=CC=CC=1.[ClH:11].Cl.[CH3:13][N:14]([CH2:16][CH:17]1[C:22]([C:24]2[CH:29]=[CH:28][CH:27]=[C:26]([O:30]C)[CH:25]=2)([OH:23])[CH2:21][CH2:20][N:19]([C:32]2([C:38]3[CH:43]=[CH:42][CH:41]=[CH:40][CH:39]=3)[CH2:37][CH2:36][CH2:35][CH2:34][CH2:33]2)[CH2:18]1)[CH3:15].[H-].C([Al+]CCCC)CCC. (2) Given the product [CH:1]1([N:4]([CH2:37][C:38]2[CH:43]=[C:42]([O:44][CH2:45][CH2:46][CH2:47][S:59]([CH3:63])(=[O:61])=[O:58])[CH:41]=[C:40]([CH2:50][CH2:51][CH2:52][O:53][CH3:54])[CH:39]=2)[C:5](=[O:36])[CH:6]([CH2:16][C:17]2[CH:22]=[CH:21][C:20]([O:23][CH2:24][CH2:25][O:26][C:27]3[C:32]([Cl:33])=[CH:31][C:30]([CH3:34])=[CH:29][C:28]=3[Cl:35])=[CH:19][CH:18]=2)[CH2:7][NH:8][C:9](=[O:15])[O:10][C:11]([CH3:14])([CH3:13])[CH3:12])[CH2:2][CH2:3]1, predict the reactants needed to synthesize it. The reactants are: [CH:1]1([N:4]([CH2:37][C:38]2[CH:43]=[C:42]([O:44][CH2:45][CH2:46][CH2:47]SC)[CH:41]=[C:40]([CH2:50][CH2:51][CH2:52][O:53][CH3:54])[CH:39]=2)[C:5](=[O:36])[CH:6]([CH2:16][C:17]2[CH:22]=[CH:21][C:20]([O:23][CH2:24][CH2:25][O:26][C:27]3[C:32]([Cl:33])=[CH:31][C:30]([CH3:34])=[CH:29][C:28]=3[Cl:35])=[CH:19][CH:18]=2)[CH2:7][NH:8][C:9](=[O:15])[O:10][C:11]([CH3:14])([CH3:13])[CH3:12])[CH2:3][CH2:2]1.CO.O[O:58][S:59]([O-:61])=O.[K+].[C:63](=O)(O)[O-].[Na+].